From a dataset of Forward reaction prediction with 1.9M reactions from USPTO patents (1976-2016). Predict the product of the given reaction. (1) The product is: [CH2:14]([N:5]1[CH2:6][CH2:7][C:2]([C:8]2[CH:13]=[CH:12][CH:11]=[CH:10][CH:9]=2)([OH:1])[CH2:3][CH2:4]1)[C:15]1[CH:20]=[CH:19][CH:18]=[CH:17][CH:16]=1. Given the reactants [OH:1][C:2]1([C:8]2[CH:13]=[CH:12][CH:11]=[CH:10][CH:9]=2)[CH2:7][CH2:6][NH:5][CH2:4][CH2:3]1.[CH2:14](Br)[C:15]1[CH:20]=[CH:19][CH:18]=[CH:17][CH:16]=1.C(=O)([O-])[O-].[K+].[K+], predict the reaction product. (2) Given the reactants [Cl:1][C:2]1[CH:3]=[CH:4][C:5]2[N:11](CC3C=CC(OC)=CC=3OC)[C:10](=[O:23])[CH:9]([C:24]([O:26][CH:27]([CH3:29])[CH3:28])=[O:25])[CH2:8][CH:7]([C:30]3[CH:35]=[CH:34][CH:33]=[C:32]([O:36][CH3:37])[C:31]=3[O:38][CH3:39])[C:6]=2[CH:40]=1.[N+]([O-])(O)=O.[N+]([O-])(O)=O.[N+]([O-])(O)=O.[N+]([O-])(O)=O.[N+]([O-])(O)=O.[N+]([O-])(O)=O.[Ce].C(=O)(O)[O-].[Na+].C(OCC)(=O)C, predict the reaction product. The product is: [Cl:1][C:2]1[CH:3]=[CH:4][C:5]2[NH:11][C:10](=[O:23])[CH:9]([C:24]([O:26][CH:27]([CH3:29])[CH3:28])=[O:25])[CH2:8][CH:7]([C:30]3[CH:35]=[CH:34][CH:33]=[C:32]([O:36][CH3:37])[C:31]=3[O:38][CH3:39])[C:6]=2[CH:40]=1. (3) Given the reactants [C:9](O[C:9]([O:11][C:12]([CH3:15])([CH3:14])[CH3:13])=[O:10])([O:11][C:12]([CH3:15])([CH3:14])[CH3:13])=[O:10].[NH2:16][C@H:17]([CH3:27])[CH2:18][C:19]1[CH:20]=[C:21]([CH2:25][OH:26])[CH:22]=[CH:23][CH:24]=1.C(N(CC)CC)C, predict the reaction product. The product is: [OH:26][CH2:25][C:21]1[CH:20]=[C:19]([CH2:18][C@H:17]([NH:16][C:9](=[O:10])[O:11][C:12]([CH3:13])([CH3:14])[CH3:15])[CH3:27])[CH:24]=[CH:23][CH:22]=1. (4) Given the reactants [C:1]([C:3]1[CH:4]=[N:5][C:6]2[C:11]([CH:12]=1)=[CH:10][C:9]([O:13][CH:14]([S:18][CH3:19])[C:15]([OH:17])=O)=[CH:8][CH:7]=2)#[CH:2].ON1C2N=CC=CC=2N=N1.F[B-](F)(F)F.N1(OC(N(C)C)=[N+](C)C)C2C=CC=CC=2N=N1.[NH2:52][C:53]([CH3:59])([CH2:56][O:57][CH3:58])[CH2:54][OH:55].[NH4+].[Cl-], predict the reaction product. The product is: [C:1]([C:3]1[CH:4]=[N:5][C:6]2[C:11]([CH:12]=1)=[CH:10][C:9]([O:13][CH:14]([S:18][CH3:19])[C:15]([NH:52][C:53]([CH2:56][O:57][CH3:58])([CH3:59])[CH2:54][OH:55])=[O:17])=[CH:8][CH:7]=2)#[CH:2]. (5) The product is: [CH3:1][O:2][C:3](=[O:25])[CH2:4][CH2:5][CH2:6][O:7][C:8]1[CH:13]=[CH:12][C:11]([CH2:14][C:15]([OH:17])=[O:16])=[CH:10][CH:9]=1. Given the reactants [CH3:1][O:2][C:3](=[O:25])[CH2:4][CH2:5][CH2:6][O:7][C:8]1[CH:13]=[CH:12][C:11]([CH2:14][C:15]([O:17]CC2C=CC=CC=2)=[O:16])=[CH:10][CH:9]=1, predict the reaction product. (6) Given the reactants Cl[C:2]([O:4][CH2:5][CH3:6])=[O:3].[NH2:7][C:8]1[CH:9]=[CH:10][C:11]([S:16]([CH2:19][CH3:20])(=[O:18])=[O:17])=[C:12]([CH:15]=1)[C:13]#[N:14], predict the reaction product. The product is: [NH2:14][CH2:13][C:12]1[CH:15]=[C:8]([NH:7][C:2](=[O:3])[O:4][CH2:5][CH3:6])[CH:9]=[CH:10][C:11]=1[S:16]([CH2:19][CH3:20])(=[O:17])=[O:18]. (7) Given the reactants [NH2:1][C:2]1[CH:3]=[C:4]([CH:7]=[CH:8][C:9]=1[NH2:10])[C:5]#[N:6].[CH2:11](OC=C(C#N)C#N)C, predict the reaction product. The product is: [N:10]1[C:9]2[CH:8]=[CH:7][C:4]([C:5]#[N:6])=[CH:3][C:2]=2[NH:1][CH:11]=1.